This data is from Full USPTO retrosynthesis dataset with 1.9M reactions from patents (1976-2016). The task is: Predict the reactants needed to synthesize the given product. (1) Given the product [C:29]([N:21]1[CH2:20][CH2:19][N:18]([C:11]2[C:12]3[C:17](=[CH:16][CH:15]=[CH:14][CH:13]=3)[N:8]([CH2:7][C:6]3[CH:5]=[CH:4][C:3]([F:2])=[CH:28][CH:27]=3)[C:9](=[O:26])[C:10]=2[C:24]#[N:25])[CH2:23][CH2:22]1)(=[O:32])[CH:30]=[CH2:31], predict the reactants needed to synthesize it. The reactants are: Cl.[F:2][C:3]1[CH:28]=[CH:27][C:6]([CH2:7][N:8]2[C:17]3[C:12](=[CH:13][CH:14]=[CH:15][CH:16]=3)[C:11]([N:18]3[CH2:23][CH2:22][NH:21][CH2:20][CH2:19]3)=[C:10]([C:24]#[N:25])[C:9]2=[O:26])=[CH:5][CH:4]=1.[C:29](Cl)(=[O:32])[CH:30]=[CH2:31].C(NC(C)C)(C)C. (2) Given the product [C:1]([C:5]1[CH:6]=[C:7]([C:12]2[CH:13]=[C:14]([CH:18]3[S:20][C:21]([N:27]4[CH2:32][CH2:31][O:30][CH2:29][CH2:28]4)=[N:23][C:24]3=[O:25])[CH:15]=[N:16][CH:17]=2)[CH:8]=[CH:9][C:10]=1[OH:11])([CH3:2])([CH3:3])[CH3:4], predict the reactants needed to synthesize it. The reactants are: [C:1]([C:5]1[CH:6]=[C:7]([C:12]2[CH:13]=[C:14]([CH:18]=O)[CH:15]=[N:16][CH:17]=2)[CH:8]=[CH:9][C:10]=1[OH:11])([CH3:4])([CH3:3])[CH3:2].[S:20]1C[C:24](=[O:25])[NH:23][C:21]1=S.[NH:27]1[CH2:32][CH2:31][O:30][CH2:29][CH2:28]1. (3) The reactants are: [CH3:1][C:2]1[C@@H:19]([O:20][C:21]([C@H:23]([OH:39])[C@@H:24]([NH:31][C:32]([O:34][C:35]([CH3:38])([CH3:37])[CH3:36])=[O:33])[C:25]2[CH:26]=[CH:27][CH:28]=[CH:29][CH:30]=2)=[O:22])[CH2:18][C@:14]2([OH:40])[C:15]([CH3:17])([CH3:16])[C:3]=1[C@@H:4]([OH:58])[C:5]([C@@:7]1([CH3:57])[C@H:12]([C@@H:13]2[O:41][C:42]([C:44]2[CH:45]=[CH:46][CH:47]=[CH:48][CH:49]=2)=[O:43])[C@:11]2([O:52][C:53]([CH3:55])=[O:54])[CH2:50][O:51][C@@H:10]2[CH2:9][C@@H:8]1[OH:56])=[O:6]. Given the product [CH3:1][C:2]1[C@@H:19]([O:20][C:21]([C@H:23]([OH:39])[C@@H:24]([NH:31][C:32]([O:34][C:35]([CH3:36])([CH3:37])[CH3:38])=[O:33])[C:25]2[CH:30]=[CH:29][CH:28]=[CH:27][CH:26]=2)=[O:22])[CH2:18][C@@:14]2([OH:40])[C:15]([CH3:16])([CH3:17])[C:3]=1[C@@H:4]([OH:58])[C:5]([C@@:7]1([CH3:57])[C@H:12]([C@@H:13]2[O:41][C:42]([C:44]2[CH:45]=[CH:46][CH:47]=[CH:48][CH:49]=2)=[O:43])[C@:11]2([O:52][C:53]([CH3:55])=[O:54])[CH2:50][O:51][C@@H:10]2[CH2:9][C@@H:8]1[OH:56])=[O:6].[OH2:6].[OH2:6].[OH2:6], predict the reactants needed to synthesize it. (4) The reactants are: [C:1]([C:3]1[CH:4]=[C:5]([C:13]2[S:17][C:16]([NH:18][C:19]([N:21]3[CH:25]=[CH:24]N=C3)=[O:20])=[N:15][C:14]=2[CH3:26])[CH:6]=[CH:7][C:8]=1[S:9]([CH3:12])(=[O:11])=[O:10])#[N:2].[CH2:27]([C:29]1[O:33][C:32](CCN)=[N:31][CH:30]=1)[CH3:28].C(N(CC)CC)C. Given the product [C:1]([C:3]1[CH:4]=[C:5]([C:13]2[S:17][C:16]([NH:18][C:19]([NH:21][CH2:25][CH2:24][C:32]3[O:33][C:29]([CH2:27][CH3:28])=[CH:30][N:31]=3)=[O:20])=[N:15][C:14]=2[CH3:26])[CH:6]=[CH:7][C:8]=1[S:9]([CH3:12])(=[O:11])=[O:10])#[N:2], predict the reactants needed to synthesize it. (5) Given the product [CH:29]([N:32]1[CH2:37][CH2:36][CH:35]([NH:38][C:24]([C:8]2[N:7]([CH2:6][C:5]3[CH:12]=[CH:13][CH:14]=[C:3]([O:2][CH3:1])[CH:4]=3)[CH:11]=[CH:10][N:9]=2)=[O:25])[CH2:34][CH2:33]1)([CH3:31])[CH3:30], predict the reactants needed to synthesize it. The reactants are: [CH3:1][O:2][C:3]1[CH:4]=[C:5]([CH:12]=[CH:13][CH:14]=1)[CH2:6][N:7]1[CH:11]=[CH:10][N:9]=[CH:8]1.CCN(CC)CC.ClC(Cl)(Cl)[C:24](Cl)=[O:25].[CH:29]([N:32]1[CH2:37][CH2:36][CH:35]([NH2:38])[CH2:34][CH2:33]1)([CH3:31])[CH3:30]. (6) Given the product [CH:1]([C:4]1[CH:5]=[C:6]([CH:17]=[CH:18][C:19]=1[O:20][CH3:21])[CH2:7][C:8]1[C:9]([CH3:16])=[CH:10][C:11]([NH:12][C:29](=[O:30])[C:31]([O:33][CH2:34][CH3:35])=[O:32])=[CH:13][C:14]=1[CH3:15])([CH3:3])[CH3:2], predict the reactants needed to synthesize it. The reactants are: [CH:1]([C:4]1[CH:5]=[C:6]([CH:17]=[CH:18][C:19]=1[O:20][CH3:21])[CH2:7][C:8]1[C:14]([CH3:15])=[CH:13][C:11]([NH2:12])=[CH:10][C:9]=1[CH3:16])([CH3:3])[CH3:2].C(N(CC)CC)C.[C:29](Cl)([C:31]([O:33][CH2:34][CH3:35])=[O:32])=[O:30]. (7) Given the product [CH3:8][O:9][C:10]1[CH:11]=[C:12]2[C:13](=[CH:18][CH:19]=1)[C:14](=[O:15])[N:16]([CH3:17])[C:48]([CH:44]1[CH2:45][CH2:46][CH2:47][N:42]([C:40]([O:39][CH2:32][C:33]3[CH:34]=[CH:35][CH:36]=[CH:37][CH:38]=3)=[O:41])[CH2:43]1)=[C:20]2[C:21]1[CH:26]=[CH:25][CH:24]=[CH:23][CH:22]=1, predict the reactants needed to synthesize it. The reactants are: C(O)(C)C.C(=O)=O.[CH3:8][O:9][C:10]1[CH:19]=[CH:18][C:13]([C:14]([NH:16][CH3:17])=[O:15])=[C:12]([CH2:20][C:21]2[CH:26]=[CH:25][CH:24]=[CH:23][CH:22]=2)[CH:11]=1.C([Li])(CC)C.[CH2:32]([O:39][C:40]([N:42]1[CH2:47][CH2:46][CH2:45][CH:44]([C:48](Cl)=O)[CH2:43]1)=[O:41])[C:33]1[CH:38]=[CH:37][CH:36]=[CH:35][CH:34]=1. (8) Given the product [CH3:10][C:11]1[CH:18]=[C:17]([C:19]2[S:20][C:21]3[C:26]([N:27]=2)=[CH:25][CH:24]=[C:23]([C:28]2([C:31]4[CH:36]=[CH:35][CH:34]=[CH:33][CH:32]=4)[CH2:30][CH2:29]2)[N:22]=3)[CH:16]=[CH:15][C:12]=1[CH:13]=[O:38], predict the reactants needed to synthesize it. The reactants are: CC(C[AlH]CC(C)C)C.[CH3:10][C:11]1[CH:18]=[C:17]([C:19]2[S:20][C:21]3[C:26]([N:27]=2)=[CH:25][CH:24]=[C:23]([C:28]2([C:31]4[CH:36]=[CH:35][CH:34]=[CH:33][CH:32]=4)[CH2:30][CH2:29]2)[N:22]=3)[CH:16]=[CH:15][C:12]=1[C:13]#N.C(C(C(C([O-])=O)O)O)([O-])=[O:38]. (9) Given the product [CH3:1][O:2][C:3]([CH2:5][C@@H:6]([C:32]1[CH:33]=[N:34][C:35]([O:38][CH3:39])=[N:36][CH:37]=1)[CH2:7][C:8](=[O:31])[CH2:9][CH2:10][CH2:11][CH2:12][C:13]1[CH:14]=[CH:15][C:16]2[CH2:22][CH2:21][CH2:20][CH2:19][N:18]([C:23]([O:25][C:26]([CH3:28])([CH3:29])[CH3:27])=[O:24])[C:17]=2[N:30]=1)=[O:4], predict the reactants needed to synthesize it. The reactants are: [CH3:1][O:2][C:3]([CH2:5][C@@H:6]([C:32]1[CH:33]=[N:34][C:35]([O:38][CH3:39])=[N:36][CH:37]=1)[CH2:7][C:8](=[O:31])[CH:9]=[CH:10][CH2:11][CH2:12][C:13]1[CH:14]=[CH:15][C:16]2[CH2:22][CH2:21][CH2:20][CH2:19][N:18]([C:23]([O:25][C:26]([CH3:29])([CH3:28])[CH3:27])=[O:24])[C:17]=2[N:30]=1)=[O:4]. (10) Given the product [NH2:23][CH2:22][C@@H:20]1[O:19][C:18](=[O:34])[N:17]([C:5]2[CH:6]=[CH:7][C:8]([N:10]3[CH2:15][CH2:14][O:13][CH2:12][C:11]3=[O:16])=[CH:9][C:4]=2[F:3])[CH2:21]1, predict the reactants needed to synthesize it. The reactants are: CN.[F:3][C:4]1[CH:9]=[C:8]([N:10]2[CH2:15][CH2:14][O:13][CH2:12][C:11]2=[O:16])[CH:7]=[CH:6][C:5]=1[N:17]1[CH2:21][C@H:20]([CH2:22][N:23]2C(=O)C3C(=CC=CC=3)C2=O)[O:19][C:18]1=[O:34].